From a dataset of Reaction yield outcomes from USPTO patents with 853,638 reactions. Predict the reaction yield, written as a fraction of the theoretical maximum amount of product (1.0 means a 100% yield; for example, 0.34 means a 34% yield). (1) The product is [CH:1]1([C:4]2[C:5]([N:24]([C:29]3[CH:34]=[CH:33][C:32]([B:35]([OH:36])[OH:39])=[C:31]([F:44])[CH:30]=3)[S:25]([CH3:28])(=[O:26])=[O:27])=[CH:6][C:7]3[O:11][C:10]([C:12]4[CH:17]=[CH:16][C:15]([F:18])=[CH:14][CH:13]=4)=[C:9]([C:19](=[O:20])[NH:21][CH3:22])[C:8]=3[CH:23]=2)[CH2:3][CH2:2]1. The catalyst is C1COCC1. The reactants are [CH:1]1([C:4]2[C:5]([N:24]([C:29]3[CH:34]=[CH:33][C:32]([B:35]4[O:39]C(C)(C)C(C)(C)[O:36]4)=[C:31]([F:44])[CH:30]=3)[S:25]([CH3:28])(=[O:27])=[O:26])=[CH:6][C:7]3[O:11][C:10]([C:12]4[CH:17]=[CH:16][C:15]([F:18])=[CH:14][CH:13]=4)=[C:9]([C:19]([NH:21][CH3:22])=[O:20])[C:8]=3[CH:23]=2)[CH2:3][CH2:2]1.Cl.C1(B(O)O)C=CC=CC=1. The yield is 0.420. (2) The reactants are [OH:1][CH:2]1[CH2:7][CH2:6][N:5]([C:8]([O:10][C:11]([CH3:14])([CH3:13])[CH3:12])=[O:9])[CH2:4][CH2:3]1.N(C(OCC)=O)=NC(OCC)=O.O[C:28]1[CH:33]=[CH:32][C:31]([CH2:34][C:35]([O:37][CH3:38])=[O:36])=[CH:30][CH:29]=1.C1(P(C2C=CC=CC=2)C2C=CC=CC=2)C=CC=CC=1. The catalyst is O1CCCC1. The product is [C:11]([O:10][C:8]([N:5]1[CH2:4][CH2:3][CH:2]([O:1][C:28]2[CH:33]=[CH:32][C:31]([CH2:34][C:35]([O:37][CH3:38])=[O:36])=[CH:30][CH:29]=2)[CH2:7][CH2:6]1)=[O:9])([CH3:14])([CH3:13])[CH3:12]. The yield is 0.710. (3) The catalyst is [Zn].C(O)=O.C(O)C. The product is [NH2:39][C:21]1[CH:22]=[C:23]([O:28][Si:29]([CH:33]([CH3:34])[CH3:35])([CH:36]([CH3:38])[CH3:37])[CH:30]([CH3:32])[CH3:31])[C:24]([O:26][CH3:27])=[CH:25][C:20]=1[C:18]([N:11]1[CH:12]=[C:13](/[CH:15]=[CH:16]/[CH3:17])[CH2:14][C@H:10]1[CH2:9][O:8][Si:1]([C:4]([CH3:7])([CH3:6])[CH3:5])([CH3:2])[CH3:3])=[O:19]. The reactants are [Si:1]([O:8][CH2:9][C@@H:10]1[CH2:14][C:13](/[CH:15]=[CH:16]/[CH3:17])=[CH:12][N:11]1[C:18]([C:20]1[CH:25]=[C:24]([O:26][CH3:27])[C:23]([O:28][Si:29]([CH:36]([CH3:38])[CH3:37])([CH:33]([CH3:35])[CH3:34])[CH:30]([CH3:32])[CH3:31])=[CH:22][C:21]=1[N+:39]([O-])=O)=[O:19])([C:4]([CH3:7])([CH3:6])[CH3:5])([CH3:3])[CH3:2]. The yield is 0.690. (4) The reactants are [N+:1]([C:4]1[CH:9]=[CH:8][CH:7]=[CH:6][C:5]=1[NH:10][CH2:11][C@H:12]1[CH2:17][CH2:16][CH2:15][N:14]([C:18]([O:20][C:21]([CH3:24])([CH3:23])[CH3:22])=[O:19])[CH2:13]1)([O-])=O. The catalyst is CCO.[Pd]. The product is [NH2:1][C:4]1[CH:9]=[CH:8][CH:7]=[CH:6][C:5]=1[NH:10][CH2:11][C@H:12]1[CH2:17][CH2:16][CH2:15][N:14]([C:18]([O:20][C:21]([CH3:24])([CH3:23])[CH3:22])=[O:19])[CH2:13]1. The yield is 0.960. (5) The reactants are [CH2:1]([C:4]1[CH:13]=[CH:12][C:7]2[N:8]=[C:9](N)[S:10][C:6]=2[CH:5]=1)[CH2:2][CH3:3].C([CH2:16][O:17][C:18]1[C:19]([F:28])=[C:20]([C:25]([NH2:27])=[O:26])[C:21]([F:24])=[CH:22][CH:23]=1)#N. No catalyst specified. The product is [F:28][C:19]1[C:18]([O:17][CH2:16][C:9]2[S:10][C:6]3[CH:5]=[C:4]([CH2:1][CH2:2][CH3:3])[CH:13]=[CH:12][C:7]=3[N:8]=2)=[CH:23][CH:22]=[C:21]([F:24])[C:20]=1[C:25]([NH2:27])=[O:26]. The yield is 0.180. (6) The catalyst is C1(C)C=CC=CC=1. The product is [CH3:22][C:23]1[CH:29]=[CH:28][C:26]([NH:27][C:17](=[O:19])[C:16]2[CH:15]=[CH:14][C:13]([CH2:12][N:9]3[CH2:8][CH2:7][N:6]([CH3:5])[CH2:11][CH2:10]3)=[CH:21][CH:20]=2)=[CH:25][C:24]=1[N+:30]([O-:32])=[O:31]. The reactants are S(Cl)(Cl)=O.[CH3:5][N:6]1[CH2:11][CH2:10][N:9]([CH2:12][C:13]2[CH:21]=[CH:20][C:16]([C:17]([OH:19])=O)=[CH:15][CH:14]=2)[CH2:8][CH2:7]1.[CH3:22][C:23]1[CH:29]=[CH:28][C:26]([NH2:27])=[CH:25][C:24]=1[N+:30]([O-:32])=[O:31].N1C=CC=CC=1. The yield is 0.960.